This data is from Forward reaction prediction with 1.9M reactions from USPTO patents (1976-2016). The task is: Predict the product of the given reaction. (1) Given the reactants [NH2:1][C@H:2]([C:8]([OH:10])=[O:9])CCC(=O)N.[C:11](=[O:14])([OH:13])[O-].[Na+].[C:16]([O-:21])(=[O:20])[C:17](C)=O.[Na+].CCN(CCOC(C1C=CC(N)=CC=1)=O)CC.CC1(C)S[C@@H:44]2[C@H:46](NC(CC3C=CC=CC=3)=O)[C:47](=O)[N:43]2[C@H:42]1[C:59]([OH:61])=[O:60].O.C[C@@H]1O[C@@H](O[C@H]2[C@H](O)[C@@H](O)[C@H](NC(N)=N)[C@@H](O)[C@@H]2NC(N)=N)[C@H](O[C@@H]2O[C@@H](CO)[C@H](O)[C@@H](O)[C@@H]2NC)[C@@]1(O)C=O, predict the reaction product. The product is: [CH2:46]([N:1]([CH2:2][C:8]([OH:10])=[O:9])[CH2:17][C:16]([OH:21])=[O:20])[CH2:44][N:43]([CH2:47][C:11]([OH:13])=[O:14])[CH2:42][C:59]([OH:61])=[O:60]. (2) Given the reactants [CH3:1][O:2][C:3]([C:5]1[CH:10]=[CH:9][C:8]([C:11]2[C:12]([CH3:42])([CH3:41])[C@H:13]3[C@:26]([CH3:29])([CH2:27][CH:28]=2)[C@@H:25]2[C@:16]([CH3:40])([C@@:17]4([CH3:39])[C@H:22]([CH2:23][CH2:24]2)[C@H:21]2[C@H:30]([C:33]([CH3:35])=[CH2:34])[CH2:31][CH2:32][C@:20]2([C:36](O)=[O:37])[CH2:19][CH2:18]4)[CH2:15][CH2:14]3)=[CH:7][CH:6]=1)=[O:4].C(NC(C)C)(C)C.[CH2:50]([NH2:55])[CH2:51][CH:52]([CH3:54])[CH3:53].CN(C(ON1N=NC2C=CC=NC1=2)=[N+](C)C)C.F[P-](F)(F)(F)(F)F, predict the reaction product. The product is: [CH2:50]([NH:55][C:36]([C@:20]12[CH2:32][CH2:31][C@@H:30]([C:33]([CH3:35])=[CH2:34])[C@@H:21]1[C@@H:22]1[C@@:17]([CH3:39])([CH2:18][CH2:19]2)[C@@:16]2([CH3:40])[C@@H:25]([C@:26]3([CH3:29])[C@@H:13]([CH2:14][CH2:15]2)[C:12]([CH3:42])([CH3:41])[C:11]([C:8]2[CH:7]=[CH:6][C:5]([C:3]([O:2][CH3:1])=[O:4])=[CH:10][CH:9]=2)=[CH:28][CH2:27]3)[CH2:24][CH2:23]1)=[O:37])[CH2:51][CH:52]([CH3:54])[CH3:53]. (3) The product is: [F:8][C:9]1[CH:10]=[CH:11][C:12]([C:15]2[C@H:16]([O:28][C:29](=[O:34])[C:30]([CH3:31])([CH3:32])[CH3:33])[CH2:17][N:18]([C:21]([O:23][C:24]([CH3:27])([CH3:26])[CH3:25])=[O:22])[CH2:19][CH:20]=2)=[CH:13][CH:14]=1. Given the reactants C1(C)C=CC=CC=1.[F:8][C:9]1[CH:14]=[CH:13][C:12]([C@:15]2(O)[CH2:20][CH2:19][N:18]([C:21]([O:23][C:24]([CH3:27])([CH3:26])[CH3:25])=[O:22])[CH2:17][C@H:16]2[O:28][C:29](=[O:34])[C:30]([CH3:33])([CH3:32])[CH3:31])=[CH:11][CH:10]=1.C([N+](CC)(CC)S(NC(=O)OC)(=O)=O)C, predict the reaction product. (4) Given the reactants [NH2:1][C:2]1[CH:30]=[CH:29][C:5]([O:6][C:7]2[CH:12]=[CH:11][N:10]=[C:9]([NH:13][C:14]([N:16]3[CH2:21][CH2:20][N:19]([CH:22]4[CH2:27][CH2:26][N:25]([CH3:28])[CH2:24][CH2:23]4)[CH2:18][CH2:17]3)=[O:15])[CH:8]=2)=[C:4]([F:31])[CH:3]=1.[F:32][C:33]1[CH:38]=[CH:37][C:36]([CH2:39][C:40]([N:42]=[C:43]=[O:44])=[O:41])=[CH:35][CH:34]=1, predict the reaction product. The product is: [F:31][C:4]1[CH:3]=[C:2]([NH:1][C:43]([NH:42][C:40](=[O:41])[CH2:39][C:36]2[CH:37]=[CH:38][C:33]([F:32])=[CH:34][CH:35]=2)=[O:44])[CH:30]=[CH:29][C:5]=1[O:6][C:7]1[CH:12]=[CH:11][N:10]=[C:9]([NH:13][C:14]([N:16]2[CH2:21][CH2:20][N:19]([CH:22]3[CH2:27][CH2:26][N:25]([CH3:28])[CH2:24][CH2:23]3)[CH2:18][CH2:17]2)=[O:15])[CH:8]=1. (5) Given the reactants Br[C:2]([F:9])([F:8])[C:3]([O:5][CH2:6][CH3:7])=[O:4].Br[C:11]1[CH:16]=[CH:15][CH:14]=[CH:13][N:12]=1.P([O-])(O)(O)=O.[K+], predict the reaction product. The product is: [N:12]1[CH:13]=[CH:14][CH:15]=[CH:16][C:11]=1[C:2]([F:9])([F:8])[C:3]([O:5][CH2:6][CH3:7])=[O:4]. (6) Given the reactants [CH3:1][C:2]1[NH:6][C:5]2[CH:7]=[C:8]([C:12]3[CH:13]=[C:14]([CH:20]=[CH:21][CH:22]=3)[C:15]([O:17][CH2:18][CH3:19])=[O:16])[CH:9]=[C:10]([CH3:11])[C:4]=2[N:3]=1.Br[CH2:24][C:25]1[CH:30]=[CH:29][C:28]([C:31]2[CH:36]=[CH:35][CH:34]=[CH:33][CH:32]=2)=[CH:27][C:26]=1[Cl:37], predict the reaction product. The product is: [Cl:37][C:26]1[CH:27]=[C:28]([C:31]2[CH:32]=[CH:33][CH:34]=[CH:35][CH:36]=2)[CH:29]=[CH:30][C:25]=1[CH2:24][N:6]1[C:5]2[CH:7]=[C:8]([C:12]3[CH:13]=[C:14]([CH:20]=[CH:21][CH:22]=3)[C:15]([O:17][CH2:18][CH3:19])=[O:16])[CH:9]=[C:10]([CH3:11])[C:4]=2[N:3]=[C:2]1[CH3:1]. (7) Given the reactants [CH2:1]([NH:3][C:4]1[N:5]=[CH:6][C:7]2[C:16](=[O:17])[N:15]([C:18]3[CH:23]=[CH:22][CH:21]=[C:20]([O:24][CH:25]4[CH2:30][CH2:29][NH:28][CH2:27][CH2:26]4)[CH:19]=3)[CH2:14][C@H:13]3[N:9]([CH2:10][CH2:11][CH2:12]3)[C:8]=2[N:31]=1)[CH3:2].N1C=CC=CC=1.[C:38](Cl)(=[O:40])[CH3:39].C(=O)(O)[O-].[Na+], predict the reaction product. The product is: [C:38]([N:28]1[CH2:29][CH2:30][CH:25]([O:24][C:20]2[CH:19]=[C:18]([N:15]3[CH2:14][C@H:13]4[N:9]([CH2:10][CH2:11][CH2:12]4)[C:8]4[N:31]=[C:4]([NH:3][CH2:1][CH3:2])[N:5]=[CH:6][C:7]=4[C:16]3=[O:17])[CH:23]=[CH:22][CH:21]=2)[CH2:26][CH2:27]1)(=[O:40])[CH3:39]. (8) Given the reactants F[C:2]1[N:7]=[C:6]([NH:8][C:9]2[C:14]([C:15]([O:17][CH2:18][CH3:19])=[O:16])=[CH:13][N:12]=[C:11]([C:20]3[CH:25]=[CH:24][CH:23]=[CH:22][CH:21]=3)[N:10]=2)[CH:5]=[CH:4][N:3]=1.[NH2:26][C@@H:27]([CH3:44])[CH2:28][C:29]1[CH:30]=[C:31]([CH:41]=[CH:42][CH:43]=1)[CH2:32]NC(=O)OC(C)(C)C.[C:45](=[O:48])([O-])[O-:46].[Cs+].[Cs+], predict the reaction product. The product is: [C:14]([O:46][C:45]([CH2:32][C:31]1[CH:30]=[C:29]([CH2:28][C@@H:27]([NH:26][C:2]2[N:7]=[C:6]([NH:8][C:9]3[C:14]([C:15]([O:17][CH2:18][CH3:19])=[O:16])=[CH:13][N:12]=[C:11]([C:20]4[CH:25]=[CH:24][CH:23]=[CH:22][CH:21]=4)[N:10]=3)[CH:5]=[CH:4][N:3]=2)[CH3:44])[CH:43]=[CH:42][CH:41]=1)=[O:48])([CH3:15])([CH3:9])[CH3:13]. (9) Given the reactants [Cl:1][C:2]1[CH:3]=[C:4]([NH:16][C:17]2[C:26]3[C:21](=[CH:22][C:23]([O:39][CH2:40][CH3:41])=[C:24]([NH:27][C:28](=[O:38])[CH2:29]P(OCC)(OCC)=O)[CH:25]=3)[N:20]=[CH:19][C:18]=2[C:42]#[N:43])[CH:5]=[CH:6][C:7]=1[O:8][CH2:9][C:10]1[CH:15]=[CH:14][CH:13]=[CH:12][N:11]=1.C[Si]([N-][Si](C)(C)C)(C)C.[Li+].C1(C)C=CC=CC=1.[Si:61]([O:68][C@H:69]1[CH2:73][N:72]([CH3:74])[C@H:71]([CH:75]=O)[CH2:70]1)([C:64]([CH3:67])([CH3:66])[CH3:65])([CH3:63])[CH3:62], predict the reaction product. The product is: [Si:61]([O:68][C@H:69]1[CH2:73][N:72]([CH3:74])[C@H:71](/[CH:75]=[CH:29]/[C:28]([NH:27][C:24]2[CH:25]=[C:26]3[C:21](=[CH:22][C:23]=2[O:39][CH2:40][CH3:41])[N:20]=[CH:19][C:18]([C:42]#[N:43])=[C:17]3[NH:16][C:4]2[CH:5]=[CH:6][C:7]([O:8][CH2:9][C:10]3[CH:15]=[CH:14][CH:13]=[CH:12][N:11]=3)=[C:2]([Cl:1])[CH:3]=2)=[O:38])[CH2:70]1)([C:64]([CH3:67])([CH3:66])[CH3:65])([CH3:62])[CH3:63]. (10) Given the reactants [CH2:1]([C:5]1[CH:6]=[CH:7][C:8]([N:11]2[CH:15]=[CH:14][C:13]([CH:16]([C:18]3[CH:30]=[CH:29][C:21]4[N:22](COC)[C:23](=[O:25])[S:24][C:20]=4[CH:19]=3)[CH3:17])=[N:12]2)=[N:9][CH:10]=1)[C:2]([CH3:4])=[O:3], predict the reaction product. The product is: [CH2:1]([C:5]1[CH:6]=[CH:7][C:8]([N:11]2[CH:15]=[CH:14][C:13]([CH:16]([C:18]3[CH:30]=[CH:29][C:21]4[NH:22][C:23](=[O:25])[S:24][C:20]=4[CH:19]=3)[CH3:17])=[N:12]2)=[N:9][CH:10]=1)[C:2]([CH3:4])=[O:3].